Dataset: Full USPTO retrosynthesis dataset with 1.9M reactions from patents (1976-2016). Task: Predict the reactants needed to synthesize the given product. (1) Given the product [Cl:1][C:2]1[CH:3]=[C:4]([CH:8]=[CH:9][CH:10]=1)[C:5]([NH:11][C:12]1[CH:13]=[C:14]2[C:19](=[CH:20][CH:21]=1)[CH2:18][C:17]1([C:25](=[O:26])[NH:24][C:23](=[O:27])[NH:22]1)[CH2:16][CH2:15]2)=[O:7], predict the reactants needed to synthesize it. The reactants are: [Cl:1][C:2]1[CH:3]=[C:4]([CH:8]=[CH:9][CH:10]=1)[C:5]([OH:7])=O.[NH2:11][C:12]1[CH:13]=[C:14]2[C:19](=[CH:20][CH:21]=1)[CH2:18][C:17]1([C:25](=[O:26])[NH:24][C:23](=[O:27])[NH:22]1)[CH2:16][CH2:15]2.C(Cl)CCl.C1C=CC2N(O)N=NC=2C=1.C(N(CC)C(C)C)(C)C. (2) Given the product [CH3:13][C@:7]1([C:8]([OH:10])=[O:9])[CH2:6][S:5][C:15](=[O:16])[NH:14]1, predict the reactants needed to synthesize it. The reactants are: C([S:5][CH2:6][C@:7]([N:14]=[C:15]=[O:16])([CH3:13])[C:8]([O:10]CC)=[O:9])(C)(C)C.O.C1(C)C=CC(S(O)(=O)=O)=CC=1.[OH-].[Na+].